This data is from TCR-epitope binding with 47,182 pairs between 192 epitopes and 23,139 TCRs. The task is: Binary Classification. Given a T-cell receptor sequence (or CDR3 region) and an epitope sequence, predict whether binding occurs between them. (1) The epitope is FLNGSCGSV. The TCR CDR3 sequence is CASSPSRASADTQYF. Result: 0 (the TCR does not bind to the epitope). (2) Result: 0 (the TCR does not bind to the epitope). The TCR CDR3 sequence is CASGRGTRTYEQYF. The epitope is KLVALGINAV. (3) The epitope is IPRRNVATL. The TCR CDR3 sequence is CASIRGREGHNEQFF. Result: 1 (the TCR binds to the epitope). (4) The epitope is ISDYDYYRY. The TCR CDR3 sequence is CASSLAGGPDTQYF. Result: 1 (the TCR binds to the epitope). (5) The TCR CDR3 sequence is CASRSQGAYEQYF. Result: 0 (the TCR does not bind to the epitope). The epitope is HSKKKCDEL. (6) The epitope is LSDDAVVCFNSTY. The TCR CDR3 sequence is CATSDPLAGLGNGELFF. Result: 0 (the TCR does not bind to the epitope).